Predict the reactants needed to synthesize the given product. From a dataset of Full USPTO retrosynthesis dataset with 1.9M reactions from patents (1976-2016). (1) Given the product [OH:1][C:2]1[CH:3]=[C:4]([CH2:11][C:12]([NH:14][C:15]2[CH:16]=[CH:17][C:18]([CH:21]([CH3:26])[CH2:22][C:23]([O:25][CH3:32])=[O:24])=[N:19][CH:20]=2)=[O:13])[CH:5]=[CH:6][C:7]=1[N+:8]([O-:10])=[O:9], predict the reactants needed to synthesize it. The reactants are: [OH:1][C:2]1[CH:3]=[C:4]([CH2:11][C:12]([NH:14][C:15]2[CH:16]=[CH:17][C:18]([CH:21]([CH3:26])[CH2:22][C:23]([OH:25])=[O:24])=[N:19][CH:20]=2)=[O:13])[CH:5]=[CH:6][C:7]=1[N+:8]([O-:10])=[O:9].S(=O)(=O)(O)O.[CH3:32]O. (2) Given the product [C:43]([O:42][C@H:26]([CH2:27][O:28][C:29](=[O:41])[CH2:30][CH2:31][CH2:32][CH2:33][CH2:34][CH2:35][CH2:36][CH2:37][CH2:38][CH2:39][CH3:40])[CH2:25][S:24][CH2:23][C@H:22]([NH:56][C:64](=[O:80])[CH2:65][CH2:66][CH2:67][CH2:68][CH2:69][CH2:70][CH2:71][CH2:72][CH2:73][CH2:74][CH2:75][CH2:76][CH2:77][CH2:78][CH3:79])[C:21](=[O:57])[NH:20][CH2:19][CH2:18][O:17][CH2:16][CH2:15][O:14][CH2:13][CH2:12][O:11][CH2:10][CH2:9][P:4]([O:5][CH2:6][CH3:7])([O:3][CH2:1][CH3:2])=[O:8])(=[O:55])[CH2:44][CH2:45][CH2:46][CH2:47][CH2:48][CH2:49][CH2:50][CH2:51][CH2:52][CH2:53][CH3:54], predict the reactants needed to synthesize it. The reactants are: [CH2:1]([O:3][P:4]([CH2:9][CH2:10][O:11][CH2:12][CH2:13][O:14][CH2:15][CH2:16][O:17][CH2:18][CH2:19][NH:20][C:21](=[O:57])[C@@H:22]([NH2:56])[CH2:23][S:24][CH2:25][C@H:26]([O:42][C:43](=[O:55])[CH2:44][CH2:45][CH2:46][CH2:47][CH2:48][CH2:49][CH2:50][CH2:51][CH2:52][CH2:53][CH3:54])[CH2:27][O:28][C:29](=[O:41])[CH2:30][CH2:31][CH2:32][CH2:33][CH2:34][CH2:35][CH2:36][CH2:37][CH2:38][CH2:39][CH3:40])(=[O:8])[O:5][CH2:6][CH3:7])[CH3:2].N1C=CC=CC=1.[C:64](Cl)(=[O:80])[CH2:65][CH2:66][CH2:67][CH2:68][CH2:69][CH2:70][CH2:71][CH2:72][CH2:73][CH2:74][CH2:75][CH2:76][CH2:77][CH2:78][CH3:79]. (3) Given the product [C:23]1([C:2]2[CH:7]=[CH:6][N:5]=[C:4]3[CH:8]=[C:9]([C:11]4[CH:16]=[C:15]([O:17][CH3:18])[C:14]([O:19][CH3:20])=[C:13]([O:21][CH3:22])[CH:12]=4)[O:10][C:3]=23)[CH:28]=[CH:27][CH:26]=[CH:25][CH:24]=1, predict the reactants needed to synthesize it. The reactants are: Cl[C:2]1[CH:7]=[CH:6][N:5]=[C:4]2[CH:8]=[C:9]([C:11]3[CH:16]=[C:15]([O:17][CH3:18])[C:14]([O:19][CH3:20])=[C:13]([O:21][CH3:22])[CH:12]=3)[O:10][C:3]=12.[C:23]1(B(O)O)[CH:28]=[CH:27][CH:26]=[CH:25][CH:24]=1.C1(P(C2CCCCC2)C2C=CC=CC=2C2C(OC)=CC=CC=2OC)CCCCC1.C([O-])([O-])=O.[K+].[K+].